Dataset: Full USPTO retrosynthesis dataset with 1.9M reactions from patents (1976-2016). Task: Predict the reactants needed to synthesize the given product. (1) The reactants are: [C:1](Cl)(=[O:3])[CH3:2].[NH2:5][C:6]1[C:15]([C:16]2[CH:20]=[CH:19][O:18][C:17]=2[CH2:21][O:22][Si:23]([C:26]([CH3:29])([CH3:28])[CH3:27])([CH3:25])[CH3:24])=[CH:14][CH:13]=[C:12]([NH:30][C:31](=[O:36])[C:32]([CH3:35])([CH3:34])[CH3:33])[C:7]=1[C:8]([O:10][CH3:11])=[O:9]. Given the product [C:1]([NH:5][C:6]1[C:15]([C:16]2[CH:20]=[CH:19][O:18][C:17]=2[CH2:21][O:22][Si:23]([C:26]([CH3:29])([CH3:28])[CH3:27])([CH3:25])[CH3:24])=[CH:14][CH:13]=[C:12]([NH:30][C:31](=[O:36])[C:32]([CH3:35])([CH3:34])[CH3:33])[C:7]=1[C:8]([O:10][CH3:11])=[O:9])(=[O:3])[CH3:2], predict the reactants needed to synthesize it. (2) The reactants are: [N:1]1([CH2:10][CH2:11][CH2:12][CH2:13][CH2:14][CH2:15][CH2:16][CH2:17][NH2:18])[C:9]2[C:4](=[CH:5][CH:6]=[CH:7][CH:8]=2)[CH:3]=[CH:2]1.[Cl:19][C:20]1[CH:21]=[C:22]([C:26]2[CH:27]=[C:28]([CH:32]=[C:33]([C:39]3[CH:44]=[CH:43][CH:42]=[C:41]([Cl:45])[CH:40]=3)[C:34]=2[O:35][CH2:36][CH2:37]O)[C:29](O)=[O:30])[CH:23]=[CH:24][CH:25]=1.CCN(CC)CC.C1C=CC2N([OH:62])N=NC=2C=1.C1CCC(N=C=NC2CCCCC2)CC1. Given the product [Cl:45][C:41]1[CH:40]=[C:39]([C:33]2[CH:32]=[C:28]([C:29](=[O:30])[NH:18][CH2:17][CH2:16][CH2:15][CH2:14][CH2:13][CH2:12][CH2:11][CH2:10][N:1]3[C:9]4[C:4](=[CH:5][CH:6]=[CH:7][CH:8]=4)[CH:3]=[CH:2]3)[CH:27]=[C:26]([C:22]3[CH:23]=[CH:24][CH:25]=[C:20]([Cl:19])[CH:21]=3)[C:34]=2[O:35][CH:36]([OH:62])[CH3:37])[CH:44]=[CH:43][CH:42]=1, predict the reactants needed to synthesize it. (3) The reactants are: [OH:1][C:2]1[CH:7]=[CH:6][C:5]([C:8](=O)[CH2:9][N:10]2[CH:14]=[CH:13][CH:12]=[C:11]2[C:15]([O:17]C)=O)=[CH:4][CH:3]=1.[CH2:20]([NH2:23])[CH2:21][NH2:22]. Given the product [OH:1][C:2]1[CH:3]=[CH:4][C:5]([C:8]23[NH:23][CH2:20][CH2:21][N:22]2[C:15](=[O:17])[C:11]2[N:10]([CH:14]=[CH:13][CH:12]=2)[CH2:9]3)=[CH:6][CH:7]=1, predict the reactants needed to synthesize it.